Dataset: Catalyst prediction with 721,799 reactions and 888 catalyst types from USPTO. Task: Predict which catalyst facilitates the given reaction. Reactant: [CH2:1](Br)[C:2]1[CH:7]=[CH:6][CH:5]=[CH:4][CH:3]=1.FC(F)(F)C(O)=O.[I:16][C:17]1[C:26]2[C:21](=[CH:22][CH:23]=[N:24][CH:25]=2)[C:20](=[O:27])[NH:19][CH:18]=1.C([O-])([O-])=O.[Cs+].[Cs+]. Product: [CH2:1]([N:19]1[CH:18]=[C:17]([I:16])[C:26]2[C:21](=[CH:22][CH:23]=[N:24][CH:25]=2)[C:20]1=[O:27])[C:2]1[CH:7]=[CH:6][CH:5]=[CH:4][CH:3]=1. The catalyst class is: 3.